Dataset: Forward reaction prediction with 1.9M reactions from USPTO patents (1976-2016). Task: Predict the product of the given reaction. (1) Given the reactants [NH2:1][C:2]1[C:7]([CH3:8])=[CH:6][C:5]([C:9]([C:15]2[CH:20]=[CH:19][C:18]([F:21])=[CH:17][CH:16]=2)([OH:14])[C:10]([F:13])([F:12])[F:11])=[CH:4][C:3]=1[CH3:22].S(=[N:25][C:26]1[CH:27]=[C:28]([CH:32]=[CH:33][CH:34]=1)[C:29](Cl)=[O:30])=O.NC1C=C(C=CC=1)C(O)=O.N1C=CC=CC=1, predict the reaction product. The product is: [NH2:25][C:26]1[CH:27]=[C:28]([CH:32]=[CH:33][CH:34]=1)[C:29]([NH:1][C:2]1[C:7]([CH3:8])=[CH:6][C:5]([C:9]([C:15]2[CH:20]=[CH:19][C:18]([F:21])=[CH:17][CH:16]=2)([OH:14])[C:10]([F:11])([F:12])[F:13])=[CH:4][C:3]=1[CH3:22])=[O:30]. (2) Given the reactants C(=O)([O-])O.[Na+].Cl.[NH2:7][OH:8].[F:9][C:10]([F:27])([F:26])[O:11][C:12]1[CH:17]=[CH:16][CH:15]=[CH:14][C:13]=1[C:18]1[CH:23]=[CH:22][N:21]=[C:20]([C:24]#[N:25])[CH:19]=1, predict the reaction product. The product is: [F:27][C:10]([F:9])([F:26])[O:11][C:12]1[CH:17]=[CH:16][CH:15]=[CH:14][C:13]=1[C:18]1[CH:23]=[CH:22][N:21]=[C:20]([C:24](=[N:7][OH:8])[NH2:25])[CH:19]=1. (3) Given the reactants [N:1]1[C:10]2[CH:9]=[CH:8][NH:7][C:6](=[O:11])[C:5]=2[CH:4]=[CH:3][CH:2]=1.[OH-].[Na+].Cl[CH2:15][C:16]([OH:18])=[O:17].Cl, predict the reaction product. The product is: [O:11]=[C:6]1[N:7]([CH2:15][C:16]([OH:18])=[O:17])[CH:8]=[CH:9][C:10]2[N:1]=[CH:2][CH:3]=[CH:4][C:5]1=2. (4) Given the reactants [CH:1]([O:4][C:5]([N:7]1[CH2:12][CH2:11][CH:10]([O:13][C:14]2[C:19]([O:20][CH3:21])=[C:18](Cl)[N:17]=[CH:16][N:15]=2)[CH2:9][CH2:8]1)=[O:6])([CH3:3])[CH3:2].[CH3:23][C:24]1[C:29]([NH2:30])=[CH:28][CH:27]=[C:26]([S:31][CH2:32][CH2:33][CH3:34])[N:25]=1.C(N1CCN2CCN(CC(C)C)P1N(CC(C)C)CC2)C(C)C.CC([O-])(C)C.[Na+], predict the reaction product. The product is: [CH:1]([O:4][C:5]([N:7]1[CH2:12][CH2:11][CH:10]([O:13][C:14]2[C:19]([O:20][CH3:21])=[C:18]([NH:30][C:29]3[C:24]([CH3:23])=[N:25][C:26]([S:31][CH2:32][CH2:33][CH3:34])=[CH:27][CH:28]=3)[N:17]=[CH:16][N:15]=2)[CH2:9][CH2:8]1)=[O:6])([CH3:3])[CH3:2]. (5) Given the reactants Br[C:2]1[CH:3]=[C:4]([CH:8]=[C:9]([N+:11]([O-:13])=[O:12])[CH:10]=1)[C:5]([OH:7])=[O:6].COC1C=C([N:25]2[CH:29]=[N:28][CH:27]=[N:26]2)C=C([N+]([O-])=O)C=1, predict the reaction product. The product is: [N+:11]([C:9]1[CH:8]=[C:4]([CH:3]=[C:2]([N:25]2[CH:29]=[N:28][CH:27]=[N:26]2)[CH:10]=1)[C:5]([OH:7])=[O:6])([O-:13])=[O:12].